This data is from Forward reaction prediction with 1.9M reactions from USPTO patents (1976-2016). The task is: Predict the product of the given reaction. (1) The product is: [CH3:1][C:2]1[CH:7]=[CH:6][C:5]([Al:10]([C:5]2[CH:6]=[CH:7][C:2]([CH3:1])=[CH:3][CH:4]=2)[C:5]2[CH:6]=[CH:7][C:2]([CH3:1])=[CH:3][CH:4]=2)=[CH:4][CH:3]=1. Given the reactants [CH3:1][C:2]1[CH:7]=[CH:6][C:5]([Mg]Br)=[CH:4][CH:3]=1.[Al+3:10].[Cl-].[Cl-].[Cl-], predict the reaction product. (2) Given the reactants [F:1][C:2]1[N:10]=[C:9]2[C:5]([N:6]=[CH:7][NH:8]2)=[C:4]([NH:11][CH2:12][C:13]2[CH:18]=[CH:17][CH:16]=CN=2)[N:3]=1.C([O-])([O-])=O.[K+].[K+].Br[CH:26]([CH3:28])[CH3:27].C(Cl)(Cl)Cl.CO.CC([N:38](C)C)=O, predict the reaction product. The product is: [F:1][C:2]1[N:10]=[C:9]2[C:5]([N:6]=[CH:7][N:8]2[CH:26]([CH3:28])[CH3:27])=[C:4]([NH:11][C:12]2[CH:13]=[CH:18][CH:17]=[CH:16][N:38]=2)[N:3]=1. (3) Given the reactants Cl[C:2]1[CH:7]=[C:6]([Cl:8])[CH:5]=[CH:4][N:3]=1.[C:9]([N:16]1[CH2:21][CH2:20][NH:19][CH2:18][CH2:17]1)([O:11][C:12]([CH3:15])([CH3:14])[CH3:13])=[O:10].CC(C)([O-])C.[Na+].O, predict the reaction product. The product is: [C:12]([O:11][C:9]([N:16]1[CH2:21][CH2:20][N:19]([C:2]2[CH:7]=[C:6]([Cl:8])[CH:5]=[CH:4][N:3]=2)[CH2:18][CH2:17]1)=[O:10])([CH3:15])([CH3:13])[CH3:14]. (4) Given the reactants [NH2:1][C@@H:2]([CH2:20][C:21]1[C:26]([CH3:27])=[CH:25][C:24]([OH:28])=[CH:23][C:22]=1[CH3:29])[C:3]([NH:5][C@@H:6]([C:8](=[O:19])[NH:9][CH2:10][CH2:11][CH2:12][C:13]1[CH:18]=[CH:17][CH:16]=[CH:15][CH:14]=1)[CH3:7])=[O:4].CC1C=C(C)[N:33]([C:37](N)=[NH:38])N=1.C(N(CC)CC)C, predict the reaction product. The product is: [NH3:1].[NH:1]([C@@H:2]([CH2:20][C:21]1[C:22]([CH3:29])=[CH:23][C:24]([OH:28])=[CH:25][C:26]=1[CH3:27])[C:3]([NH:5][C@@H:6]([C:8](=[O:19])[NH:9][CH2:10][CH2:11][CH2:12][C:13]1[CH:18]=[CH:17][CH:16]=[CH:15][CH:14]=1)[CH3:7])=[O:4])[C:37]([NH2:38])=[NH:33].